From a dataset of Catalyst prediction with 721,799 reactions and 888 catalyst types from USPTO. Predict which catalyst facilitates the given reaction. Reactant: [NH2:1][C:2]1[CH:11]=[CH:10][CH:9]=[C:8]2[C:3]=1[C:4](=[O:32])[N:5]([C:13]1[CH:18]=[CH:17][CH:16]=[C:15]([S:19]([N:22]3[C:31]4[C:26](=[CH:27][CH:28]=[CH:29][CH:30]=4)[CH2:25][CH2:24][CH2:23]3)(=[O:21])=[O:20])[CH:14]=1)[C:6](=[O:12])[NH:7]2.[C:33](Cl)(=[O:35])[CH3:34].O. Product: [N:22]1([S:19]([C:15]2[CH:14]=[C:13]([N:5]3[C:4](=[O:32])[C:3]4[C:8](=[CH:9][CH:10]=[CH:11][C:2]=4[NH:1][C:33](=[O:35])[CH3:34])[NH:7][C:6]3=[O:12])[CH:18]=[CH:17][CH:16]=2)(=[O:21])=[O:20])[C:31]2[C:26](=[CH:27][CH:28]=[CH:29][CH:30]=2)[CH2:25][CH2:24][CH2:23]1. The catalyst class is: 877.